This data is from Retrosynthesis with 50K atom-mapped reactions and 10 reaction types from USPTO. The task is: Predict the reactants needed to synthesize the given product. (1) The reactants are: Clc1cncc(N2CCNCC2)n1.OCc1ccsc1. Given the product c1cc(COc2cncc(N3CCNCC3)n2)cs1, predict the reactants needed to synthesize it. (2) Given the product Cc1nc(-c2ccc(C(F)(F)F)cc2)sc1Cn1ccc2cc(OC(C)(C)C(=O)O)ccc21, predict the reactants needed to synthesize it. The reactants are: CCOC(=O)C(C)(C)Oc1ccc2c(ccn2Cc2sc(-c3ccc(C(F)(F)F)cc3)nc2C)c1. (3) Given the product Cn1c2c(c3cc(O)ccc31)CCC2NCc1ccccc1, predict the reactants needed to synthesize it. The reactants are: Cn1c2c(c3cc(O)ccc31)CCC2=NCc1ccccc1. (4) Given the product C[N+]1([O-])CCc2c(cncc2NC(=O)c2c(N)nn3cc(F)cnc23)C1, predict the reactants needed to synthesize it. The reactants are: CN1CCc2c(cncc2NC(=O)c2c(N)nn3cc(F)cnc23)C1.O=C(OO)c1cccc(Cl)c1. (5) Given the product COc1cc(Br)cc(C=O)c1N, predict the reactants needed to synthesize it. The reactants are: COc1cc(Br)cc(CO)c1N.